Dataset: Reaction yield outcomes from USPTO patents with 853,638 reactions. Task: Predict the reaction yield, written as a fraction of the theoretical maximum amount of product (1.0 means a 100% yield; for example, 0.34 means a 34% yield). (1) The reactants are C[O:2][C:3](=[O:34])[C:4]1[CH:9]=[CH:8][C:7]([CH2:10][NH:11][C:12](=[O:33])[C:13]2[CH:18]=[CH:17][CH:16]=[C:15]([C:19]3[N:20]=[N:21][N:22]([CH2:24][C:25]4[CH:30]=[CH:29][C:28]([O:31][CH3:32])=[CH:27][CH:26]=4)[N:23]=3)[CH:14]=2)=[CH:6][CH:5]=1.O.[OH-].[Li+]. The catalyst is O1CCCC1. The product is [CH3:32][O:31][C:28]1[CH:27]=[CH:26][C:25]([CH2:24][N:22]2[N:21]=[N:20][C:19]([C:15]3[CH:14]=[C:13]([CH:18]=[CH:17][CH:16]=3)[C:12]([NH:11][CH2:10][C:7]3[CH:6]=[CH:5][C:4]([C:3]([OH:34])=[O:2])=[CH:9][CH:8]=3)=[O:33])=[N:23]2)=[CH:30][CH:29]=1. The yield is 0.710. (2) The reactants are Cl[CH2:2][C:3]1[NH:12][C:11](=[O:13])[C:10]2[C:5](=[CH:6][CH:7]=[CH:8][CH:9]=2)[N:4]=1.[N:14]1([C:20]2[N:25]=[CH:24][CH:23]=[CH:22][N:21]=2)[CH2:19][CH2:18][NH:17][CH2:16][CH2:15]1.C(N(CC)CC)C.O. The catalyst is CN(C=O)C. The product is [N:21]1[CH:22]=[CH:23][CH:24]=[N:25][C:20]=1[N:14]1[CH2:19][CH2:18][N:17]([CH2:2][C:3]2[NH:4][C:5]3[C:10]([C:11](=[O:13])[N:12]=2)=[CH:9][CH:8]=[CH:7][CH:6]=3)[CH2:16][CH2:15]1. The yield is 0.750.